From a dataset of Full USPTO retrosynthesis dataset with 1.9M reactions from patents (1976-2016). Predict the reactants needed to synthesize the given product. Given the product [ClH:9].[ClH:10].[CH3:13][N:14]([CH2:15][CH2:16][N:17]([CH2:18][CH2:19][CH2:20][O:21][C:22]1[CH:23]=[C:24]2[C:29](=[CH:30][CH:31]=1)[C:28](=[O:32])[NH:27][CH2:26][CH2:25]2)[CH2:33][C:34]1[CH:35]=[CH:36][N:37]=[CH:38][CH:39]=1)[C:1](=[O:8])[C:2]1[CH:7]=[CH:6][CH:5]=[CH:4][CH:3]=1, predict the reactants needed to synthesize it. The reactants are: [C:1]([Cl:9])(=[O:8])[C:2]1[CH:7]=[CH:6][CH:5]=[CH:4][CH:3]=1.[ClH:10].Cl.Cl.[CH3:13][NH:14][CH2:15][CH2:16][N:17]([CH2:33][C:34]1[CH:39]=[CH:38][N:37]=[CH:36][CH:35]=1)[CH2:18][CH2:19][CH2:20][O:21][C:22]1[CH:23]=[C:24]2[C:29](=[CH:30][CH:31]=1)[C:28](=[O:32])[NH:27][CH2:26][CH2:25]2.C(OC(=O)C)C.Cl.